From a dataset of Full USPTO retrosynthesis dataset with 1.9M reactions from patents (1976-2016). Predict the reactants needed to synthesize the given product. (1) Given the product [Cl:1][C:2]1[CH:16]=[CH:15][C:5]([CH:6]([Br:20])[C:7]2[CH:12]=[CH:11][C:10]([Cl:13])=[CH:9][CH:8]=2)=[CH:4][CH:3]=1, predict the reactants needed to synthesize it. The reactants are: [Cl:1][C:2]1[CH:16]=[CH:15][C:5]([CH:6](O)[C:7]2[CH:12]=[CH:11][C:10]([Cl:13])=[CH:9][CH:8]=2)=[CH:4][CH:3]=1.C([Br:20])(=O)C. (2) Given the product [Cl:1][C:2]1[CH:9]=[C:8]([F:10])[C:5]([CH2:6][C:12]#[N:13])=[C:4]([F:11])[CH:3]=1, predict the reactants needed to synthesize it. The reactants are: [Cl:1][C:2]1[CH:9]=[C:8]([F:10])[C:5]([CH2:6]Br)=[C:4]([F:11])[CH:3]=1.[C-:12]#[N:13].[K+]. (3) Given the product [C:16]([C:13]1[CH:14]=[CH:15][C:10]([C:7]2[CH:6]=[C:5]([C:3]([OH:4])=[O:2])[O:9][N:8]=2)=[C:11]([F:18])[CH:12]=1)#[N:17], predict the reactants needed to synthesize it. The reactants are: C[O:2][C:3]([C:5]1(OC)[O:9][N:8]=[C:7]([C:10]2[CH:15]=[CH:14][C:13]([C:16]#[N:17])=[CH:12][C:11]=2[F:18])[CH2:6]1)=[O:4].[OH-].[Na+]. (4) Given the product [C:18]([C:21]1[CH:26]=[C:25]([C:2]2[CH:3]=[C:4]3[C:8](=[CH:9][CH:10]=2)[CH2:7][CH:6]([NH:11][S:12]([CH:15]([CH3:17])[CH3:16])(=[O:14])=[O:13])[CH2:5]3)[CH:24]=[CH:23][CH:22]=1)(=[O:20])[CH3:19], predict the reactants needed to synthesize it. The reactants are: I[C:2]1[CH:3]=[C:4]2[C:8](=[CH:9][CH:10]=1)[CH2:7][CH:6]([NH:11][S:12]([CH:15]([CH3:17])[CH3:16])(=[O:14])=[O:13])[CH2:5]2.[C:18]([C:21]1[CH:22]=[C:23](B(O)O)[CH:24]=[CH:25][CH:26]=1)(=[O:20])[CH3:19]. (5) Given the product [F:24][C:18]1[C:17]([C:13]2[CH:12]=[C:11]([N:9]3[CH:10]=[C:6]([C:4]([C:27]4[S:26][CH:30]=[CH:29][N:28]=4)=[O:5])[N:7]=[CH:8]3)[CH:16]=[CH:15][CH:14]=2)=[C:22]([F:23])[CH:21]=[CH:20][N:19]=1, predict the reactants needed to synthesize it. The reactants are: CON(C)[C:4]([C:6]1[N:7]=[CH:8][N:9]([C:11]2[CH:16]=[CH:15][CH:14]=[C:13]([C:17]3[C:18]([F:24])=[N:19][CH:20]=[CH:21][C:22]=3[F:23])[CH:12]=2)[CH:10]=1)=[O:5].[S:26]1[CH:30]=[CH:29][N:28]=[CH:27]1. (6) The reactants are: [CH2:1]([O:3][C:4](=[O:27])/[CH:5]=[CH:6]/[C:7]1[CH:8]=[C:9]([C:19]2[CH:24]=[CH:23][C:22]([O:25][CH3:26])=[CH:21][CH:20]=2)[N:10]([C:12]([O:14][C:15]([CH3:18])([CH3:17])[CH3:16])=[O:13])[CH:11]=1)[CH3:2]. Given the product [CH2:1]([O:3][C:4](=[O:27])[CH2:5][CH2:6][C:7]1[CH:8]=[C:9]([C:19]2[CH:20]=[CH:21][C:22]([O:25][CH3:26])=[CH:23][CH:24]=2)[N:10]([C:12]([O:14][C:15]([CH3:17])([CH3:18])[CH3:16])=[O:13])[CH:11]=1)[CH3:2], predict the reactants needed to synthesize it. (7) Given the product [C:1]1([C:7]#[C:8][C:9]2[CH:14]=[CH:13][C:12]([C:10]3[CH:11]=[C:27]([OH:30])[CH:13]=[C:14]([C:24]4[CH:23]=[CH:22][C:21]([C:8]#[C:7][C:1]5[CH:2]=[CH:3][CH:4]=[CH:5][CH:6]=5)=[CH:20][CH:19]=4)[CH:9]=3)=[CH:11][CH:10]=2)[CH:6]=[CH:5][CH:4]=[CH:3][CH:2]=1, predict the reactants needed to synthesize it. The reactants are: [C:1]1([C:7]#[C:8][C:9]2[CH:14]=[CH:13][C:12](B(O)O)=[CH:11][CH:10]=2)[CH:6]=[CH:5][CH:4]=[CH:3][CH:2]=1.Br[C:19]1[CH:20]=[C:21](O)[CH:22]=[C:23](Br)[CH:24]=1.[C:27]([O-:30])([O-])=O.[Na+].[Na+].N#N. (8) Given the product [Br:1][C:2]1[CH:3]=[C:4]([CH:8]([O:12][Si:22]([C:18]([CH3:21])([CH3:20])[CH3:19])([CH3:25])[CH3:24])[CH2:9][CH:10]=[CH2:11])[CH:5]=[CH:6][CH:7]=1, predict the reactants needed to synthesize it. The reactants are: [Br:1][C:2]1[CH:3]=[C:4]([CH:8]([OH:12])[CH2:9][CH:10]=[CH2:11])[CH:5]=[CH:6][CH:7]=1.N1C=CN=C1.[C:18]([Si:22]([CH3:25])([CH3:24])Cl)([CH3:21])([CH3:20])[CH3:19].